From a dataset of Forward reaction prediction with 1.9M reactions from USPTO patents (1976-2016). Predict the product of the given reaction. (1) The product is: [Cl:20][C:6]1[CH:5]=[N:4][CH:3]=[C:2]([Cl:1])[C:7]=1[S:8][C:9]1[S:13][C:12]([C:14]([NH:26][C:23]2[CH:24]=[CH:25][O:21][N:22]=2)=[O:16])=[CH:11][C:10]=1[N+:17]([O-:19])=[O:18]. Given the reactants [Cl:1][C:2]1[CH:3]=[N:4][CH:5]=[C:6]([Cl:20])[C:7]=1[S:8][C:9]1[S:13][C:12]([C:14]([OH:16])=O)=[CH:11][C:10]=1[N+:17]([O-:19])=[O:18].[O:21]1[CH:25]=[CH:24][C:23]([NH2:26])=[N:22]1, predict the reaction product. (2) Given the reactants Br[C:2]1[CH:7]=[CH:6][C:5]([C:8]2([O:26][C@H:25]([CH2:27][O:28][C:29](=[O:31])[CH3:30])[C@@H:20]([O:21][C:22](=[O:24])[CH3:23])[C@H:15]([O:16][C:17](=[O:19])[CH3:18])[C@H:10]2[O:11][C:12](=[O:14])[CH3:13])[OH:9])=[CH:4][C:3]=1[CH2:32][O:33][C:34]1[CH:39]=[CH:38][CH:37]=[CH:36][CH:35]=1.[Cu][C:41]#[N:42], predict the reaction product. The product is: [O:33]([CH2:32][C:3]1[CH:4]=[C:5]([C:8]2([O:26][C@H:25]([CH2:27][O:28][C:29](=[O:31])[CH3:30])[C@@H:20]([O:21][C:22](=[O:24])[CH3:23])[C@H:15]([O:16][C:17](=[O:19])[CH3:18])[C@H:10]2[O:11][C:12](=[O:14])[CH3:13])[OH:9])[CH:6]=[CH:7][C:2]=1[C:41]#[N:42])[C:34]1[CH:35]=[CH:36][CH:37]=[CH:38][CH:39]=1. (3) Given the reactants Br[C:2]1[CH:3]=[C:4]([N:8]2[C:12]3[CH2:13][CH2:14][O:15][CH2:16][C:11]=3[C:10]([C:17]([NH2:19])=[O:18])=[N:9]2)[CH:5]=[CH:6][CH:7]=1.[C:20]([C@:22]1([OH:29])[CH2:26][CH2:25][N:24]([CH3:27])[C:23]1=[O:28])#[CH:21], predict the reaction product. The product is: [OH:29][C@@:22]1([C:20]#[C:21][C:2]2[CH:3]=[C:4]([N:8]3[C:12]4[CH2:13][CH2:14][O:15][CH2:16][C:11]=4[C:10]([C:17]([NH2:19])=[O:18])=[N:9]3)[CH:5]=[CH:6][CH:7]=2)[CH2:26][CH2:25][N:24]([CH3:27])[C:23]1=[O:28]. (4) Given the reactants [CH3:1][O:2][C:3]1[CH:4]=[C:5]2[C:10](=[CH:11][C:12]=1[O:13][CH3:14])[N:9]=[CH:8][CH:7]=[C:6]2[O:15][C:16]1[CH:22]=[CH:21][C:19]([NH2:20])=[C:18]([CH3:23])[C:17]=1[CH3:24].C1(C)C=CC=CC=1.C(N(CC)CC)C.ClC(Cl)(O[C:43](=[O:49])[O:44][C:45](Cl)(Cl)Cl)Cl.[CH3:51][O:52][C:53]1[CH:63]=[CH:62][C:56]([O:57][CH2:58][CH2:59]CO)=[CH:55][CH:54]=1, predict the reaction product. The product is: [CH3:1][O:2][C:3]1[CH:4]=[C:5]2[C:10](=[CH:11][C:12]=1[O:13][CH3:14])[N:9]=[CH:8][CH:7]=[C:6]2[O:15][C:16]1[CH:22]=[CH:21][C:19]([NH:20][C:43](=[O:49])[O:44][CH2:45][CH2:59][CH2:58][O:57][C:56]2[CH:62]=[CH:63][C:53]([O:52][CH3:51])=[CH:54][CH:55]=2)=[C:18]([CH3:23])[C:17]=1[CH3:24]. (5) Given the reactants C(OC(=O)[NH:7][C@H:8]([C:11]1[CH:20]=[CH:19][C:18]2[C:13](=[CH:14][CH:15]=[CH:16][CH:17]=2)[CH:12]=1)[CH2:9][OH:10])(C)(C)C.[ClH:22], predict the reaction product. The product is: [ClH:22].[NH2:7][C@H:8]([C:11]1[CH:20]=[CH:19][C:18]2[C:13](=[CH:14][CH:15]=[CH:16][CH:17]=2)[CH:12]=1)[CH2:9][OH:10].